The task is: Predict the product of the given reaction.. This data is from Forward reaction prediction with 1.9M reactions from USPTO patents (1976-2016). Given the reactants [N+:1]([C:4]1[CH:5]=[N:6][N:7]([C:9]2([C:12](OC)=[O:13])[CH2:11][CH2:10]2)[CH:8]=1)([O-:3])=[O:2].[BH4-].[Li+].O, predict the reaction product. The product is: [N+:1]([C:4]1[CH:5]=[N:6][N:7]([C:9]2([CH2:12][OH:13])[CH2:10][CH2:11]2)[CH:8]=1)([O-:3])=[O:2].